From a dataset of Forward reaction prediction with 1.9M reactions from USPTO patents (1976-2016). Predict the product of the given reaction. (1) Given the reactants [C:1]([C@H:3]1[CH2:6][C@H:5]([NH:7]C(=O)OC(C)(C)C)[CH2:4]1)#[N:2].[C:15]([OH:21])([C:17]([F:20])([F:19])[F:18])=[O:16], predict the reaction product. The product is: [F:18][C:17]([F:20])([F:19])[C:15]([OH:21])=[O:16].[NH2:7][C@H:5]1[CH2:6][C@H:3]([C:1]#[N:2])[CH2:4]1. (2) Given the reactants C([NH:8][CH2:9][C:10](=[O:30])[CH2:11][CH2:12][C:13]([O:15][CH:16]([C:24]1[CH:29]=[CH:28][CH:27]=[CH:26][CH:25]=1)[C:17]([O:19]C(C)(C)C)=[O:18])=[O:14])(OC(C)(C)C)=O.[BrH:31], predict the reaction product. The product is: [BrH:31].[NH2:8][CH2:9][C:10](=[O:30])[CH2:11][CH2:12][C:13]([O:15][CH:16]([C:17]([OH:19])=[O:18])[C:24]1[CH:29]=[CH:28][CH:27]=[CH:26][CH:25]=1)=[O:14]. (3) The product is: [CH2:1]([NH:8][CH:12]1[CH2:13][CH2:14][N:15]([C:18]2[N:19]=[CH:20][C:21]([C:24]3[NH:33][C:32](=[O:34])[C:31]4[C:26](=[CH:27][C:28]([O:37][CH3:38])=[CH:29][C:30]=4[O:35][CH3:36])[N:25]=3)=[CH:22][CH:23]=2)[CH2:16][CH2:17]1)[C:2]1[CH:7]=[CH:6][CH:5]=[CH:4][CH:3]=1. Given the reactants [CH2:1]([N:8]([CH:12]1[CH2:17][CH2:16][N:15]([C:18]2[CH:23]=[CH:22][C:21]([C:24]3[NH:33][C:32](=[O:34])[C:31]4[C:26](=[CH:27][C:28]([O:37][CH3:38])=[CH:29][C:30]=4[O:35][CH3:36])[N:25]=3)=[CH:20][N:19]=2)[CH2:14][CH2:13]1)C(=O)C)[C:2]1[CH:7]=[CH:6][CH:5]=[CH:4][CH:3]=1.[OH-].[Na+], predict the reaction product. (4) Given the reactants CN(C)/[CH:3]=[CH:4]/[C:5]1[C:6]([N+:19]([O-])=O)=[CH:7][C:8]([N+:16]([O-])=O)=[C:9]([CH:15]=1)[C:10]([O:12][CH2:13][CH3:14])=[O:11].[H][H], predict the reaction product. The product is: [NH2:16][C:8]1[CH:7]=[C:6]2[C:5]([CH:4]=[CH:3][NH:19]2)=[CH:15][C:9]=1[C:10]([O:12][CH2:13][CH3:14])=[O:11]. (5) Given the reactants [F:1][C:2]([C:21]1[CH:31]=[CH:30][C:24]([C:25](OCC)=O)=[CH:23][CH:22]=1)([F:20])[CH2:3][N:4]1[CH:9]=[CH:8][C:7]([O:10][CH2:11][C:12]2[CH:17]=[CH:16][C:15]([F:18])=[CH:14][CH:13]=2)=[CH:6][C:5]1=[O:19].C[NH:33][CH2:34][CH2:35][CH3:36].N1CCC1, predict the reaction product. The product is: [N:33]1([CH2:25][C:24]2[CH:23]=[CH:22][C:21]([C:2]([F:1])([F:20])[CH2:3][N:4]3[CH:9]=[CH:8][C:7]([O:10][CH2:11][C:12]4[CH:13]=[CH:14][C:15]([F:18])=[CH:16][CH:17]=4)=[CH:6][C:5]3=[O:19])=[CH:31][CH:30]=2)[CH2:34][CH2:35][CH2:36]1. (6) Given the reactants [CH3:1][C:2]1[CH:11]=[CH:10][CH:9]=[C:8]([N+:12]([O-])=O)[C:3]=1[C:4]([O:6][CH3:7])=[O:5], predict the reaction product. The product is: [CH3:1][C:2]1[CH:11]=[CH:10][CH:9]=[C:8]([NH2:12])[C:3]=1[C:4]([O:6][CH3:7])=[O:5].